Predict which catalyst facilitates the given reaction. From a dataset of Catalyst prediction with 721,799 reactions and 888 catalyst types from USPTO. Reactant: [Si:1]([O:8][C@H:9]1[CH2:14][CH2:13][C@H:12]([CH2:15][OH:16])[CH2:11][CH2:10]1)([C:4]([CH3:7])([CH3:6])[CH3:5])([CH3:3])[CH3:2].CCN([CH:23]([CH3:25])[CH3:24])C(C)C.C[C@H](N)C(N[C@H](C(N[C@H](C(N1[C@H](C(O)=O)CCC1)=O)CC(O)=O)=O)CC(N)=O)=O.[C:55]1(C)[C:56]([S:61](Cl)(=[O:63])=[O:62])=[CH:57]C=C[CH:60]=1.C1N2CCN(CC2)C1. Product: [Si:1]([O:8][C@H:9]1[CH2:10][CH2:11][C@H:12]([CH2:15][O:16][S:61]([C:56]2[CH:57]=[CH:25][C:23]([CH3:24])=[CH:60][CH:55]=2)(=[O:63])=[O:62])[CH2:13][CH2:14]1)([C:4]([CH3:7])([CH3:6])[CH3:5])([CH3:3])[CH3:2]. The catalyst class is: 64.